The task is: Predict the reaction yield, written as a fraction of the theoretical maximum amount of product (1.0 means a 100% yield; for example, 0.34 means a 34% yield).. This data is from Reaction yield outcomes from USPTO patents with 853,638 reactions. (1) The reactants are [NH:1]1[C:5]2[CH2:6][CH2:7][CH2:8][CH2:9][C:4]=2[N:3]=[CH:2]1.C(N(CC)CC)C.[CH3:17][N:18]([CH3:23])[S:19](Cl)(=[O:21])=[O:20]. The catalyst is C(Cl)Cl. The yield is 0.770. The product is [CH3:17][N:18]([CH3:23])[S:19]([N:1]1[C:5]2[CH2:6][CH2:7][CH2:8][CH2:9][C:4]=2[N:3]=[CH:2]1)(=[O:21])=[O:20]. (2) The reactants are COCCN(S(F)(F)[F:11])CCOC.[CH2:14]([O:16][C:17](=[O:33])[C:18]1[CH:30]=[C:29]([CH2:31]O)[CH:28]=[C:20]([C:21]([N:23]([CH3:27])[CH2:24][CH2:25][CH3:26])=[O:22])[CH:19]=1)[CH3:15].C(=O)(O)[O-].[Na+]. The catalyst is ClCCl. The product is [CH2:14]([O:16][C:17](=[O:33])[C:18]1[CH:30]=[C:29]([CH2:31][F:11])[CH:28]=[C:20]([C:21]([N:23]([CH3:27])[CH2:24][CH2:25][CH3:26])=[O:22])[CH:19]=1)[CH3:15]. The yield is 0.290. (3) The reactants are [Br:1][C:2]1[CH:7]=[CH:6][C:5]([CH:8]=[CH2:9])=[C:4]([O:10][CH3:11])[CH:3]=1.[Cl-:12].P(Cl)(Cl)([Cl:15])=O.[O:18]1CC[CH2:20][CH2:19]1. No catalyst specified. The product is [Br:1][C:2]1[CH:7]=[CH:6][C:5]([CH:8]2[CH2:20][C:19](=[O:18])[C:9]2([Cl:15])[Cl:12])=[C:4]([O:10][CH3:11])[CH:3]=1. The yield is 0.350. (4) The reactants are [CH2:1]([O:3]CC)C.Br[C:7]1[CH:8]=[CH:9][C:10]([O:13][CH2:14][C:15]2[CH:20]=[CH:19][C:18]([F:21])=[CH:17][CH:16]=2)=[N:11][CH:12]=1.C([Li])CCC.CN(C)C=O. The catalyst is O. The product is [F:21][C:18]1[CH:19]=[CH:20][C:15]([CH2:14][O:13][C:10]2[N:11]=[CH:12][C:7]([CH:1]=[O:3])=[CH:8][CH:9]=2)=[CH:16][CH:17]=1. The yield is 0.725.